Dataset: Reaction yield outcomes from USPTO patents with 853,638 reactions. Task: Predict the reaction yield, written as a fraction of the theoretical maximum amount of product (1.0 means a 100% yield; for example, 0.34 means a 34% yield). (1) The reactants are [H-].[Na+].Cl[C:4]1[CH:9]=[CH:8][N:7]=[C:6]2[O:10][C:11]3([CH:17]4[CH2:18][CH2:19][N:14]([CH2:15][CH2:16]4)[CH2:13]3)[CH2:12][C:5]=12.[C:20]1([SH:26])[CH:25]=[CH:24][CH:23]=[CH:22][CH:21]=1.CO. The catalyst is O1CCOCC1.O. The product is [C:20]1([S:26][C:4]2[CH:9]=[CH:8][N:7]=[C:6]3[O:10][C:11]4([CH:17]5[CH2:18][CH2:19][N:14]([CH2:15][CH2:16]5)[CH2:13]4)[CH2:12][C:5]=23)[CH:25]=[CH:24][CH:23]=[CH:22][CH:21]=1. The yield is 0.520. (2) The reactants are Br[C:2]1[CH:3]=[C:4]([O:10][CH3:11])[C:5](=[O:9])[N:6]([CH3:8])[CH:7]=1.[CH2:12]([S:14]([C:17]1[CH:18]=[CH:19][C:20]([F:32])=[C:21](B2OC(C)(C)C(C)(C)O2)[CH:22]=1)(=[O:16])=[O:15])[CH3:13].[O-]P([O-])([O-])=O.[K+].[K+].[K+]. The catalyst is O1CCOCC1.O.C1C=CC(P(C2C=CC=CC=2)[C-]2C=CC=C2)=CC=1.C1C=CC(P(C2C=CC=CC=2)[C-]2C=CC=C2)=CC=1.Cl[Pd]Cl.[Fe+2]. The product is [CH2:12]([S:14]([C:17]1[CH:22]=[CH:21][C:20]([F:32])=[C:19]([C:2]2[CH:3]=[C:4]([O:10][CH3:11])[C:5](=[O:9])[N:6]([CH3:8])[CH:7]=2)[CH:18]=1)(=[O:15])=[O:16])[CH3:13]. The yield is 0.870.